This data is from Peptide-MHC class I binding affinity with 185,985 pairs from IEDB/IMGT. The task is: Regression. Given a peptide amino acid sequence and an MHC pseudo amino acid sequence, predict their binding affinity value. This is MHC class I binding data. (1) The peptide sequence is MMLVPLITV. The MHC is HLA-A68:02 with pseudo-sequence HLA-A68:02. The binding affinity (normalized) is 0.487. (2) The peptide sequence is APHHVVAVI. The MHC is HLA-B15:01 with pseudo-sequence HLA-B15:01. The binding affinity (normalized) is 0.169. (3) The peptide sequence is PTPLSPPLR. The MHC is Patr-A0301 with pseudo-sequence Patr-A0301. The binding affinity (normalized) is 0.0217. (4) The peptide sequence is DAVEDFLAF. The MHC is HLA-A02:11 with pseudo-sequence HLA-A02:11. The binding affinity (normalized) is 0.0847. (5) The peptide sequence is VLEWRFDSRL. The MHC is HLA-B27:05 with pseudo-sequence HLA-B27:05. The binding affinity (normalized) is 0.143. (6) The peptide sequence is ANRLTTLQR. The MHC is HLA-B18:01 with pseudo-sequence HLA-B18:01. The binding affinity (normalized) is 0.0847. (7) The peptide sequence is AQSYLRNFL. The MHC is HLA-B15:01 with pseudo-sequence HLA-B15:01. The binding affinity (normalized) is 0.640. (8) The peptide sequence is NECAQVLSEM. The MHC is HLA-B44:02 with pseudo-sequence HLA-B44:02. The binding affinity (normalized) is 0.489. (9) The peptide sequence is DPSMLRTTA. The MHC is HLA-A26:01 with pseudo-sequence HLA-A26:01. The binding affinity (normalized) is 0.0847. (10) The peptide sequence is ETACLSKAY. The MHC is HLA-A26:02 with pseudo-sequence HLA-A26:02. The binding affinity (normalized) is 0.820.